From a dataset of Reaction yield outcomes from USPTO patents with 853,638 reactions. Predict the reaction yield, written as a fraction of the theoretical maximum amount of product (1.0 means a 100% yield; for example, 0.34 means a 34% yield). (1) The reactants are [N:1]1[CH:6]=[CH:5][CH:4]=[C:3]([CH:7]=[C:8]2[C:13](=[O:14])[CH:12]3[CH2:15][CH2:16][N:9]2[CH2:10][CH2:11]3)[CH:2]=1.[BH4-].[Na+].CC(C)=O.[BH4-]. The catalyst is CO. The product is [N:1]1[CH:6]=[CH:5][CH:4]=[C:3]([CH:7]=[C:8]2[CH:13]([OH:14])[CH:12]3[CH2:11][CH2:10][N:9]2[CH2:16][CH2:15]3)[CH:2]=1. The yield is 1.00. (2) The reactants are CC1C2N=C(C3C=NC(OCCCC4CCN(C)CC4)=CC=3)NC=2C=CC=1.[CH3:28][C:29]1[CH:34]=[C:33]([O:35][CH2:36][CH2:37][CH2:38][CH:39]2[CH2:44][CH2:43][N:42]([CH3:45])[CH2:41][CH2:40]2)[N:32]=[CH:31][C:30]=1[CH:46]=O.[Cl:48][C:49]1[CH:54]=[C:53]([NH2:55])[C:52]([NH2:56])=[C:51]([CH3:57])[CH:50]=1. No catalyst specified. The product is [Cl:48][C:49]1[CH:50]=[C:51]([CH3:57])[C:52]2[N:56]=[C:46]([C:30]3[CH:31]=[N:32][C:33]([O:35][CH2:36][CH2:37][CH2:38][CH:39]4[CH2:44][CH2:43][N:42]([CH3:45])[CH2:41][CH2:40]4)=[CH:34][C:29]=3[CH3:28])[NH:55][C:53]=2[CH:54]=1. The yield is 0.300. (3) The reactants are [Cl:1][C:2]1[C:11]2[C:6](=[CH:7][CH:8]=[CH:9][CH:10]=2)[N:5]=[C:4]([C:12]2[C:17]([O:18]C)=[CH:16][CH:15]=[CH:14][C:13]=2[Cl:20])[N:3]=1.B(Br)(Br)Br. The catalyst is C(Cl)Cl. The product is [Cl:20][C:13]1[C:12]([C:4]2[N:3]=[C:2]([Cl:1])[C:11]3[C:6](=[CH:7][CH:8]=[CH:9][CH:10]=3)[N:5]=2)=[C:17]([OH:18])[CH:16]=[CH:15][CH:14]=1. The yield is 0.600. (4) The reactants are [Br:1][C:2]1[CH:7]=[CH:6][C:5]([C:8]2([C:15]([O:17][CH3:18])=[O:16])[CH2:13][CH2:12][C:11](=[O:14])[CH2:10][CH2:9]2)=[CH:4][CH:3]=1.[CH2:19](O)[CH2:20][OH:21]. The catalyst is C1(C)C=CC(S(O)(=O)=O)=CC=1.C1(C)C=CC=CC=1. The product is [Br:1][C:2]1[CH:3]=[CH:4][C:5]([C:8]2([C:15]([O:17][CH3:18])=[O:16])[CH2:9][CH2:10][C:11]3([O:21][CH2:20][CH2:19][O:14]3)[CH2:12][CH2:13]2)=[CH:6][CH:7]=1. The yield is 1.00. (5) The reactants are O=C1C2C(=CC=CC=2)C(=O)[N:3]1[CH:12]([C:46]([F:49])([F:48])[F:47])[CH2:13][C:14]([NH:16][C@@:17]([C:32]1[CH:37]=[C:36]([O:38][C:39]([F:44])([F:43])[CH:40]([F:42])[F:41])[CH:35]=[C:34]([F:45])[CH:33]=1)([C:25]1[CH:30]=[CH:29][C:28]([F:31])=[CH:27][CH:26]=1)[CH2:18][C:19]1[CH:24]=[CH:23][CH:22]=[CH:21][CH:20]=1)=[O:15].NN. The catalyst is CO. The product is [NH2:3][CH:12]([C:46]([F:49])([F:48])[F:47])[CH2:13][C:14]([NH:16][C@@:17]([C:32]1[CH:37]=[C:36]([O:38][C:39]([F:44])([F:43])[CH:40]([F:42])[F:41])[CH:35]=[C:34]([F:45])[CH:33]=1)([C:25]1[CH:26]=[CH:27][C:28]([F:31])=[CH:29][CH:30]=1)[CH2:18][C:19]1[CH:20]=[CH:21][CH:22]=[CH:23][CH:24]=1)=[O:15]. The yield is 0.240. (6) The reactants are [OH:1][C:2]1[CH:7]=[CH:6][CH:5]=[CH:4][C:3]=1[C:8]1[N:17]=[C:16]([N:18]2[CH2:23][CH2:22][CH:21]([NH:24]C(=O)OC(C)(C)C)[CH2:20][CH2:19]2)[C:15]2[C:10](=[CH:11][C:12]([CH3:32])=[CH:13][CH:14]=2)[N:9]=1.C(O)(C(F)(F)F)=O. The catalyst is C(Cl)Cl. The product is [NH2:24][CH:21]1[CH2:22][CH2:23][N:18]([C:16]2[C:15]3[C:10](=[CH:11][C:12]([CH3:32])=[CH:13][CH:14]=3)[N:9]=[C:8]([C:3]3[CH:4]=[CH:5][CH:6]=[CH:7][C:2]=3[OH:1])[N:17]=2)[CH2:19][CH2:20]1. The yield is 0.830. (7) The reactants are [CH3:1][N:2]([CH2:4][C:5]1[CH:22]=[CH:21][C:8](/[CH:9]=[N:10]/[C:11]2[CH:19]=[CH:18]C=C3[C:12]=2[CH2:13][O:14]C3=O)=[CH:7][CH:6]=1)[CH3:3].[Cl:23][C:24]1[CH:31]=[CH:30][C:27]([CH:28]=O)=[CH:26][CH:25]=1.C[O-].[Na+].CO.[C:37]([O:41][CH2:42][CH3:43])(=[O:40])[CH2:38][CH3:39]. No catalyst specified. The product is [Cl:23][C:24]1[CH:31]=[CH:30][C:27]([CH:28]2[C:13](=[O:14])[C:12]3[C:38]([C:37]([O:41][CH2:42][CH3:43])=[O:40])=[CH:39][CH:18]=[CH:19][C:11]=3[NH:10][CH:9]2[C:8]2[CH:7]=[CH:6][C:5]([CH2:4][N:2]([CH3:3])[CH3:1])=[CH:22][CH:21]=2)=[CH:26][CH:25]=1. The yield is 0.280.